This data is from Reaction yield outcomes from USPTO patents with 853,638 reactions. The task is: Predict the reaction yield, written as a fraction of the theoretical maximum amount of product (1.0 means a 100% yield; for example, 0.34 means a 34% yield). (1) The reactants are Cl[C:2]1[CH:7]=[CH:6][C:5]([N+:8]([O-:10])=[O:9])=[CH:4][N:3]=1.[NH:11]1[CH2:15][CH2:14][C@@H:13]([OH:16])[CH2:12]1.C(=O)([O-])[O-].[K+].[K+].O1CCOCCOCCOCCOCCOCC1. The catalyst is C(#N)C. The product is [N+:8]([C:5]1[CH:6]=[CH:7][C:2]([N:11]2[CH2:15][CH2:14][C@@H:13]([OH:16])[CH2:12]2)=[N:3][CH:4]=1)([O-:10])=[O:9]. The yield is 0.940. (2) The reactants are [CH3:1][C@@H:2]1[CH2:7][O:6][CH2:5][CH2:4][NH:3]1.C(N=C=NCCCN(C)C)C.OC1C2N=NNC=2C=CC=1.[NH2:29][C:30]1[CH:38]=[CH:37][C:33]([C:34](O)=[O:35])=[CH:32][N:31]=1. The catalyst is C(O)C. The product is [NH2:29][C:30]1[N:31]=[CH:32][C:33]([C:34]([N:3]2[CH2:4][CH2:5][O:6][CH2:7][C@H:2]2[CH3:1])=[O:35])=[CH:37][CH:38]=1. The yield is 0.360. (3) The yield is 0.700. The reactants are [Cl:1][C:2]1[CH:7]=[CH:6][C:5]([CH:8]([CH2:13][C:14]([OH:16])=[O:15])[CH2:9][C:10]([OH:12])=[O:11])=[CH:4][CH:3]=1.[C:17](OC(=O)C)(=O)[CH3:18].C(N(CC)CC)C. No catalyst specified. The product is [CH2:17]([O:11][C:10](=[O:12])[CH2:9][CH:8]([C:5]1[CH:6]=[CH:7][C:2]([Cl:1])=[CH:3][CH:4]=1)[CH2:13][C:14]([OH:16])=[O:15])[CH3:18]. (4) The reactants are N[C:2]1[C:10]([Cl:11])=[CH:9][C:8]([O:12][C:13]([F:16])([F:15])[F:14])=[CH:7][C:3]=1[C:4]([OH:6])=[O:5].Cl.N([O-])=O.[Na+].[PH2](O)=O. The catalyst is O1CCOCC1.O. The product is [Cl:11][C:10]1[CH:2]=[C:3]([CH:7]=[C:8]([O:12][C:13]([F:14])([F:15])[F:16])[CH:9]=1)[C:4]([OH:6])=[O:5]. The yield is 0.460. (5) The reactants are [SH:1][C:2]1[CH:11]=[CH:10][C:5]([C:6]([O:8][CH3:9])=[O:7])=[CH:4][CH:3]=1.Cl[C:13]1[C:14]([N+:19]([O-:21])=[O:20])=[N:15][CH:16]=[CH:17][CH:18]=1.C(=O)([O-])[O-].[Cs+].[Cs+]. The catalyst is CS(C)=O.O. The product is [N+:19]([C:14]1[C:13]([S:1][C:2]2[CH:3]=[CH:4][C:5]([C:6]([O:8][CH3:9])=[O:7])=[CH:10][CH:11]=2)=[CH:18][CH:17]=[CH:16][N:15]=1)([O-:21])=[O:20]. The yield is 0.841.